This data is from Catalyst prediction with 721,799 reactions and 888 catalyst types from USPTO. The task is: Predict which catalyst facilitates the given reaction. (1) Reactant: [CH3:1][S:2][C:3]1[S:7][C:6]2=[N:8][C:9]([C:11]([OH:13])=O)=[CH:10][N:5]2[N:4]=1.C(Cl)(=O)C([Cl:17])=O. Product: [CH3:1][S:2][C:3]1[S:7][C:6]2=[N:8][C:9]([C:11]([Cl:17])=[O:13])=[CH:10][N:5]2[N:4]=1. The catalyst class is: 59. (2) Reactant: [F:1][C:2]1[CH:15]=[CH:14][C:5]([O:6][C:7]2[CH:13]=[CH:12][C:10]([NH2:11])=[CH:9][CH:8]=2)=[CH:4][CH:3]=1.[CH:16](=O)[CH2:17][CH2:18][CH3:19].[BH-](OC(C)=O)(OC(C)=O)OC(C)=O.[Na+]. Product: [CH2:16]([NH:11][C:10]1[CH:12]=[CH:13][C:7]([O:6][C:5]2[CH:14]=[CH:15][C:2]([F:1])=[CH:3][CH:4]=2)=[CH:8][CH:9]=1)[CH2:17][CH2:18][CH3:19]. The catalyst class is: 26. (3) Reactant: Br[C:2]1[CH:11]=[CH:10][C:9]([O:12][CH3:13])=[C:8]2[C:3]=1[CH:4]=[CH:5][C:6]([CH:14]([CH3:16])[CH3:15])=[N:7]2.C([Li])CCC.CCCCCC.[C:28](O[C:28](=[O:31])[CH2:29][CH3:30])(=[O:31])[CH2:29][CH3:30].[Cl-].[NH4+]. Product: [CH3:13][O:12][C:9]1[CH:10]=[CH:11][C:2]([C:28](=[O:31])[CH2:29][CH3:30])=[C:3]2[C:8]=1[N:7]=[C:6]([CH:14]([CH3:16])[CH3:15])[CH:5]=[CH:4]2. The catalyst class is: 1.